From a dataset of Peptide-MHC class I binding affinity with 185,985 pairs from IEDB/IMGT. Regression. Given a peptide amino acid sequence and an MHC pseudo amino acid sequence, predict their binding affinity value. This is MHC class I binding data. The peptide sequence is HLPDRVHFA. The MHC is Patr-A0101 with pseudo-sequence Patr-A0101. The binding affinity (normalized) is 0.139.